Dataset: Full USPTO retrosynthesis dataset with 1.9M reactions from patents (1976-2016). Task: Predict the reactants needed to synthesize the given product. (1) The reactants are: [CH2:1]([O:3][C:4](=[O:27])[CH2:5][C:6]1[CH:11]=[CH:10][C:9]([Cl:12])=[C:8]([O:13][C:14]2[CH:19]=[CH:18][C:17]([NH2:20])=[CH:16][C:15]=2[CH2:21][S:22][C:23]([CH3:26])([CH3:25])[CH3:24])[CH:7]=1)[CH3:2].[Cl:28][C:29]1[CH:37]=[CH:36][C:32]([C:33](Cl)=[O:34])=[CH:31][CH:30]=1. Given the product [CH2:1]([O:3][C:4](=[O:27])[CH2:5][C:6]1[CH:11]=[CH:10][C:9]([Cl:12])=[C:8]([O:13][C:14]2[CH:19]=[CH:18][C:17]([NH:20][C:33](=[O:34])[C:32]3[CH:36]=[CH:37][C:29]([Cl:28])=[CH:30][CH:31]=3)=[CH:16][C:15]=2[CH2:21][S:22][C:23]([CH3:26])([CH3:25])[CH3:24])[CH:7]=1)[CH3:2], predict the reactants needed to synthesize it. (2) Given the product [CH3:1][O:2][CH:3]1[O:8][CH2:7][CH:6]([CH2:9][O:10][C:14]2[CH:19]=[CH:18][N+:17]([O-:20])=[C:16]([CH3:21])[C:15]=2[CH3:22])[CH2:5][O:4]1, predict the reactants needed to synthesize it. The reactants are: [CH3:1][O:2][CH:3]1[O:8][CH2:7][CH:6]([CH2:9][OH:10])[CH2:5][O:4]1.[H-].[Na+].Cl[C:14]1[CH:19]=[CH:18][N+:17]([O-:20])=[C:16]([CH3:21])[C:15]=1[CH3:22]. (3) Given the product [CH3:1][O:2][N:3]=[C:4]1[C:12]2[C:7](=[N:8][C:13]([CH3:14])=[CH:10][CH:11]=2)[O:6][CH2:5]1, predict the reactants needed to synthesize it. The reactants are: [CH3:1][O:2][N:3]=[C:4]1[C:12]2[CH:11]=[CH:10]N=[N:8][C:7]=2[O:6][CH2:5]1.[CH3:13][C:14]1N=C2OCC(=O)C2=CC=1. (4) Given the product [CH3:15][O:16][C:11](=[O:13])[CH:10]([OH:20])[CH:1]([Br:22])[C:2]1[CH:7]=[CH:6][CH:5]=[CH:4][CH:3]=1, predict the reactants needed to synthesize it. The reactants are: [CH:1](=O)[C:2]1[CH:7]=[CH:6][CH:5]=[CH:4][CH:3]=1.Cl[CH2:10][C:11]([O:13]C)=O.[CH3:15][O-:16].[Na+].C(O)(=[O:20])C.[BrH:22].C(=O)(O)[O-].[Na+]. (5) Given the product [CH:14]([N:11]1[CH2:12][CH2:13][NH:8][CH2:9][CH2:10]1)([C:21]1[CH:26]=[CH:25][CH:24]=[CH:23][CH:22]=1)[C:15]1[CH:20]=[CH:19][CH:18]=[CH:17][CH:16]=1, predict the reactants needed to synthesize it. The reactants are: C(OC([N:8]1[CH2:13][CH2:12][N:11]([CH:14]([C:21]2[CH:26]=[CH:25][CH:24]=[CH:23][CH:22]=2)[C:15]2[CH:20]=[CH:19][CH:18]=[CH:17][CH:16]=2)[CH2:10][CH2:9]1)=O)(C)(C)C.C(OCC)(=O)C. (6) Given the product [F:30][C:11]1([C:9]([NH2:35])=[O:10])[C:20]([NH:21][C:22]2[CH:27]=[CH:26][C:25]([I:28])=[CH:24][C:23]=2[F:29])=[CH:19][C:14]2=[N:15][CH2:16][N:17]([CH3:18])[C:13]2=[CH:12]1, predict the reactants needed to synthesize it. The reactants are: FC1C(O[C:9]([C:11]2([F:30])[C:20]([NH:21][C:22]3[CH:27]=[CH:26][C:25]([I:28])=[CH:24][C:23]=3[F:29])=[CH:19][C:14]3=[N:15][CH2:16][N:17]([CH3:18])[C:13]3=[CH:12]2)=[O:10])=C(F)C(F)=C(F)C=1F.[NH3:35]. (7) Given the product [CH3:1][O:2][C:3]([C:5]1[S:6][C:7]([CH2:11][Br:19])=[CH:8][C:9]=1[Br:10])=[O:4], predict the reactants needed to synthesize it. The reactants are: [CH3:1][O:2][C:3]([C:5]1[S:6][C:7]([CH3:11])=[CH:8][C:9]=1[Br:10])=[O:4].C1C(=O)N([Br:19])C(=O)C1.C(OOC(=O)C1C=CC=CC=1)(=O)C1C=CC=CC=1.